Task: Predict the reactants needed to synthesize the given product.. Dataset: Full USPTO retrosynthesis dataset with 1.9M reactions from patents (1976-2016) (1) Given the product [ClH:18].[OH:16][CH2:15][C:7]1[CH:6]=[C:5]([CH:10]=[C:9]([CH2:11][CH:12]([CH3:14])[CH3:13])[N:8]=1)[C:4]([OH:17])=[O:3], predict the reactants needed to synthesize it. The reactants are: C([O:3][C:4](=[O:17])[C:5]1[CH:10]=[C:9]([CH2:11][CH:12]([CH3:14])[CH3:13])[N:8]=[C:7]([CH2:15][OH:16])[CH:6]=1)C.[ClH:18]. (2) Given the product [F:1][C:2]1[CH:3]=[C:4]([C@H:10]2[CH2:14][CH2:13][CH2:12][N:11]2[C:15]2[CH:20]=[CH:19][N:18]3[N:21]=[CH:22][C:23]([C:24]([NH:48][C@H:49]4[CH2:54][CH2:53][C@H:52]([OH:55])[CH2:51][CH2:50]4)=[O:26])=[C:17]3[N:16]=2)[C:5]([O:8][CH3:9])=[N:6][CH:7]=1, predict the reactants needed to synthesize it. The reactants are: [F:1][C:2]1[CH:3]=[C:4]([C@H:10]2[CH2:14][CH2:13][CH2:12][N:11]2[C:15]2[CH:20]=[CH:19][N:18]3[N:21]=[CH:22][C:23]([C:24]([OH:26])=O)=[C:17]3[N:16]=2)[C:5]([O:8][CH3:9])=[N:6][CH:7]=1.C1C=CC2N(O)N=NC=2C=1.CCN=C=NCCCN(C)C.[NH2:48][C@H:49]1[CH2:54][CH2:53][C@H:52]([OH:55])[CH2:51][CH2:50]1.C(N(CC)CC)C. (3) Given the product [C:17]([Si:21]([O:10][C:8]1[CH:9]=[C:4]([O:3][CH2:1][CH3:2])[CH:5]=[CH:6][C:7]=1[F:11])([CH3:23])[CH3:22])([CH3:20])([CH3:19])[CH3:18], predict the reactants needed to synthesize it. The reactants are: [CH2:1]([O:3][C:4]1[CH:5]=[CH:6][C:7]([F:11])=[C:8]([OH:10])[CH:9]=1)[CH3:2].N1C=CN=C1.[C:17]([Si:21](Cl)([CH3:23])[CH3:22])([CH3:20])([CH3:19])[CH3:18].CCOC(C)=O.